Dataset: Forward reaction prediction with 1.9M reactions from USPTO patents (1976-2016). Task: Predict the product of the given reaction. (1) Given the reactants [CH3:1][C:2]1[NH:3][C:4]2[C:9]([C:10]=1[S:11][C:12]1[CH:13]=[C:14]([CH2:18][C:19]([OH:21])=[O:20])[CH:15]=[CH:16][CH:17]=1)=[CH:8][CH:7]=[CH:6][CH:5]=2.[CH2:22](Br)[C:23]1[CH:28]=[CH:27][CH:26]=[CH:25][CH:24]=1, predict the reaction product. The product is: [CH2:22]([N:3]1[C:4]2[C:9](=[CH:8][CH:7]=[CH:6][CH:5]=2)[C:10]([S:11][C:12]2[CH:13]=[C:14]([CH2:18][C:19]([OH:21])=[O:20])[CH:15]=[CH:16][CH:17]=2)=[C:2]1[CH3:1])[C:23]1[CH:28]=[CH:27][CH:26]=[CH:25][CH:24]=1. (2) Given the reactants C[C@]12[C@]3(C)CC[C@H]4C(C)(C)C(=O)C([C:28]#[N:29])=C[C@]4(C)C3=CC(=O)[C@@H]1[C@H]1[C@](C(O)=O)(CCC(C)(C)C1)CC2.C[C@]12[C@]3(C)CC[C@H]4C(C)(C)C(=O)C(C#N)=C[C@]4(C)C3=CC(=O)[C@@H]1[C@H:46]1[C@:41]([C:70](OC)=O)([CH2:42][CH2:43][C:44]([CH3:69])([CH3:68])[CH2:45]1)[CH2:40][CH2:39]2.CC1CCCC(C)(C)C=1/[CH:83]=[CH:84]/[C:85](/[CH3:95])=[CH:86]/[CH:87]=[CH:88]/[C:89](/C)=[CH:90]/[C:91]([OH:93])=[O:92].[CH2:96](O)[CH3:97], predict the reaction product. The product is: [CH3:83][C:84]1[CH:39]=[C:40]2[C:41]([CH3:70])([CH3:42])[CH2:46][CH2:45][C:44]([CH3:69])([CH3:68])[C:43]2=[CH:95][C:85]=1[C:86]1([C:87]2[CH:88]=[CH:89][C:90]([C:91]([OH:93])=[O:92])=[CH:28][N:29]=2)[CH2:97][CH2:96]1. (3) The product is: [F:1][C:2]([F:19])([F:18])[O:3][C:4]1[CH:17]=[C:16]2[C:7]([CH2:8][CH2:9][NH:10][C:11]2=[O:12])=[CH:6][CH:5]=1. Given the reactants [F:1][C:2]([F:19])([F:18])[O:3][C:4]1[CH:17]=[CH:16][C:7]([CH2:8][CH2:9][NH:10][C:11](=O)[O:12]CC)=[CH:6][CH:5]=1.O=P12OP3(OP(OP(O3)(O1)=O)(=O)O2)=O, predict the reaction product. (4) The product is: [CH3:27][O:28][C:29](=[O:33])[CH2:30][CH2:18][N:16]1[CH:17]=[C:12]([C:10](=[O:11])[CH2:9][CH:8]([C:5]2[CH:4]=[CH:3][C:2]([Br:1])=[CH:7][CH:6]=2)[C:20]2[CH:25]=[CH:24][CH:23]=[CH:22][C:21]=2[CH3:26])[CH:13]=[CH:14][C:15]1=[O:19]. Given the reactants [Br:1][C:2]1[CH:7]=[CH:6][C:5]([CH:8]([C:20]2[CH:25]=[CH:24][CH:23]=[CH:22][C:21]=2[CH3:26])[CH2:9][C:10]([C:12]2[CH:13]=[CH:14][C:15](=[O:19])[N:16]([CH3:18])[CH:17]=2)=[O:11])=[CH:4][CH:3]=1.[CH3:27][O:28][C:29](=[O:33])[CH2:30]CBr.C(=O)([O-])[O-].[K+].[K+], predict the reaction product. (5) Given the reactants [CH3:1][C:2]1([CH3:11])[CH2:7][CH:6]([OH:8])[CH2:5][C:4]([CH3:10])([CH3:9])[O:3]1.[CH3:12][S:13](Cl)(=[O:15])=[O:14].C(N(CC)CC)C, predict the reaction product. The product is: [CH3:1][C:2]1([CH3:11])[CH2:7][CH:6]([O:8][S:13]([CH3:12])(=[O:15])=[O:14])[CH2:5][C:4]([CH3:10])([CH3:9])[O:3]1. (6) Given the reactants [Cl:1][C:2]1[CH:10]=[C:9]([N+:11]([O-:13])=[O:12])[CH:8]=[CH:7][C:3]=1[C:4]([OH:6])=O.S(Cl)(Cl)=O.O1CCCC1.Cl.[CH2:24]([O:28][C@H:29]1[CH2:33][CH2:32][NH:31][CH2:30]1)[CH:25]([CH3:27])[CH3:26], predict the reaction product. The product is: [Cl:1][C:2]1[CH:10]=[C:9]([N+:11]([O-:13])=[O:12])[CH:8]=[CH:7][C:3]=1[C:4]([N:31]1[CH2:32][CH2:33][C@@H:29]([O:28][CH2:24][CH:25]([CH3:27])[CH3:26])[CH2:30]1)=[O:6]. (7) Given the reactants [F:1][C:2]1[C:3]([NH:19][C:20]2[CH:25]=[CH:24][C:23]([I:26])=[CH:22][C:21]=2[F:27])=[C:4]([C:9]([N:11]2[CH2:14][C:13]([CH:16]([OH:18])[CH3:17])([OH:15])[CH2:12]2)=[O:10])[CH:5]=[CH:6][C:7]=1[F:8].[CH:28]([C:31]1[CH:36]=[C:35]([CH:37]([CH3:39])[CH3:38])[CH:34]=[C:33]([CH:40]([CH3:42])[CH3:41])[C:32]=1[S:43](Cl)(=[O:45])=[O:44])([CH3:30])[CH3:29].C(N(CC)CC)C, predict the reaction product. The product is: [CH3:30][CH:28]([C:31]1[CH:36]=[C:35]([CH:37]([CH3:38])[CH3:39])[CH:34]=[C:33]([CH:40]([CH3:42])[CH3:41])[C:32]=1[S:43]([O:18][CH:16]([C:13]1([OH:15])[CH2:14][N:11]([C:9]([C:4]2[CH:5]=[CH:6][C:7]([F:8])=[C:2]([F:1])[C:3]=2[NH:19][C:20]2[CH:25]=[CH:24][C:23]([I:26])=[CH:22][C:21]=2[F:27])=[O:10])[CH2:12]1)[CH3:17])(=[O:44])=[O:45])[CH3:29]. (8) Given the reactants [C:1]([O:5][C:6](=[O:36])[NH:7][C:8]1[CH:13]=[CH:12][C:11]([CH2:14][CH2:15][C:16]2[N:17]=[C:18]([NH:32]C(=O)C)[S:19][C:20]=2[CH2:21][C:22]2[CH:27]=[CH:26][C:25]([S:28]([CH3:31])(=[O:30])=[O:29])=[CH:24][CH:23]=2)=[CH:10][CH:9]=1)([CH3:4])([CH3:3])[CH3:2].[OH-].[Na+], predict the reaction product. The product is: [NH2:32][C:18]1[S:19][C:20]([CH2:21][C:22]2[CH:27]=[CH:26][C:25]([S:28]([CH3:31])(=[O:30])=[O:29])=[CH:24][CH:23]=2)=[C:16]([CH2:15][CH2:14][C:11]2[CH:10]=[CH:9][C:8]([NH:7][C:6](=[O:36])[O:5][C:1]([CH3:4])([CH3:3])[CH3:2])=[CH:13][CH:12]=2)[N:17]=1.